This data is from Forward reaction prediction with 1.9M reactions from USPTO patents (1976-2016). The task is: Predict the product of the given reaction. (1) Given the reactants [N:1]1[CH:6]=[CH:5][CH:4]=[CH:3][C:2]=1[C:7]1[CH:8]=[C:9]([CH:12]=[CH:13][CH:14]=1)[CH:10]=O.[N+:15]([CH3:18])([O-:17])=[O:16].C([O-])(=O)C.[NH4+].[BH4-].[Na+], predict the reaction product. The product is: [N+:15]([CH2:18][CH2:10][C:9]1[CH:8]=[C:7]([C:2]2[CH:3]=[CH:4][CH:5]=[CH:6][N:1]=2)[CH:14]=[CH:13][CH:12]=1)([O-:17])=[O:16]. (2) Given the reactants Br[C:2]1[S:6][C:5]([C:7]([NH:9][C:10]2[CH:15]=[CH:14][CH:13]=[CH:12][C:11]=2[Cl:16])=[O:8])=[CH:4][CH:3]=1.[Cl:17][C:18]1[C:19](B2OC(C)(C)C(C)(C)O2)=[CH:20][C:21]2[O:25][C:24]([CH3:26])=[N:23][C:22]=2[CH:27]=1.C(=O)([O-])[O-].[Na+].[Na+].CC(=O)OCC.[Cl-].[Na+].O, predict the reaction product. The product is: [Cl:17][C:18]1[C:19]([C:2]2[S:6][C:5]([C:7]([NH:9][C:10]3[CH:15]=[CH:14][CH:13]=[CH:12][C:11]=3[Cl:16])=[O:8])=[CH:4][CH:3]=2)=[CH:20][C:21]2[O:25][C:24]([CH3:26])=[N:23][C:22]=2[CH:27]=1. (3) Given the reactants C([O:8][C:9](=[O:28])[CH2:10][CH2:11][CH2:12][O:13][C:14](=[O:27])[C@H:15]([CH:24]([CH3:26])[CH3:25])[NH:16][C:17]([O:19][C:20]([CH3:23])([CH3:22])[CH3:21])=[O:18])C1C=CC=CC=1, predict the reaction product. The product is: [C:17]([NH:16][C@H:15]([C:14]([O:13][CH2:12][CH2:11][CH2:10][C:9]([OH:28])=[O:8])=[O:27])[CH:24]([CH3:26])[CH3:25])([O:19][C:20]([CH3:23])([CH3:22])[CH3:21])=[O:18]. (4) The product is: [F:1][C:2]1[CH:10]=[CH:9][CH:8]=[C:7]2[C:3]=1[CH2:4][CH:5]([C:19]([N:25]1[CH2:26][CH2:27][CH2:28][C@H:23]([CH3:22])[CH2:24]1)=[O:20])[N:6]2[C:11]1[CH:16]=[CH:15][C:14](=[O:17])[N:13]([CH3:18])[N:12]=1. Given the reactants [F:1][C:2]1[CH:10]=[CH:9][CH:8]=[C:7]2[C:3]=1[CH2:4][CH:5]([C:19](O)=[O:20])[N:6]2[C:11]1[CH:16]=[CH:15][C:14](=[O:17])[N:13]([CH3:18])[N:12]=1.[CH3:22][C@H:23]1[CH2:28][CH2:27][CH2:26][NH:25][CH2:24]1, predict the reaction product. (5) Given the reactants [CH3:1][O:2][C:3]1[CH:8]=[CH:7][N:6]=[C:5]([C:9]#[N:10])[CH:4]=1.[H-].[H-].[H-].[H-].[Li+].[Al+3].[OH-].[Na+], predict the reaction product. The product is: [CH3:1][O:2][C:3]1[CH:8]=[CH:7][N:6]=[C:5]([CH2:9][NH2:10])[CH:4]=1. (6) Given the reactants FC(F)(F)S(O[C:7]1[CH:12]=[C:11]([CH:13]2[CH2:15][CH2:14]2)[N:10]=[C:9]([C:16]2[S:17][C:18]([S:21](=[O:28])(=[O:27])[NH:22][C:23]([CH3:26])([CH3:25])[CH3:24])=[CH:19][CH:20]=2)[N:8]=1)(=O)=O.[NH2:31][C:32]1[N:36](C(OC(C)(C)C)=O)[N:35]=[C:34]([CH:44]2[CH2:46][CH2:45]2)[CH:33]=1.C1C=CC(P(C2C=CC=CC=2)C2C=CC=CC=2)=CC=1.C([O-])([O-])=O.[K+].[K+], predict the reaction product. The product is: [C:23]([NH:22][S:21]([C:18]1[S:17][C:16]([C:9]2[N:10]=[C:11]([CH:13]3[CH2:15][CH2:14]3)[CH:12]=[C:7]([NH:31][C:32]3[NH:36][N:35]=[C:34]([CH:44]4[CH2:46][CH2:45]4)[CH:33]=3)[N:8]=2)=[CH:20][CH:19]=1)(=[O:27])=[O:28])([CH3:26])([CH3:25])[CH3:24]. (7) Given the reactants C(O[C:6](=O)[NH:7][CH:8]1[C:17]2[C:12](=[CH:13][CH:14]=[CH:15][CH:16]=2)[N:11]([C:18]2[CH:19]=[C:20]3[C:24](=[CH:25][CH:26]=2)[NH:23][CH:22]=[CH:21]3)[CH2:10][CH2:9]1)(C)(C)C.[H-].[Al+3].[Li+].[H-].[H-].[H-].S([O-])([O-])(=O)=O.[Na+].[Na+], predict the reaction product. The product is: [NH:23]1[C:24]2[C:20](=[CH:19][C:18]([N:11]3[C:12]4[C:17](=[CH:16][CH:15]=[CH:14][CH:13]=4)[CH:8]([NH:7][CH3:6])[CH2:9][CH2:10]3)=[CH:26][CH:25]=2)[CH:21]=[CH:22]1.